This data is from NCI-60 drug combinations with 297,098 pairs across 59 cell lines. The task is: Regression. Given two drug SMILES strings and cell line genomic features, predict the synergy score measuring deviation from expected non-interaction effect. (1) Drug 1: C1CCC(CC1)NC(=O)N(CCCl)N=O. Drug 2: CC1=C(C(=CC=C1)Cl)NC(=O)C2=CN=C(S2)NC3=CC(=NC(=N3)C)N4CCN(CC4)CCO. Cell line: SR. Synergy scores: CSS=46.7, Synergy_ZIP=2.99, Synergy_Bliss=1.62, Synergy_Loewe=2.57, Synergy_HSA=2.84. (2) Drug 1: CC1=C(C(=CC=C1)Cl)NC(=O)C2=CN=C(S2)NC3=CC(=NC(=N3)C)N4CCN(CC4)CCO. Drug 2: C1CN(P(=O)(OC1)NCCCl)CCCl. Cell line: HL-60(TB). Synergy scores: CSS=-2.84, Synergy_ZIP=3.90, Synergy_Bliss=4.67, Synergy_Loewe=-0.688, Synergy_HSA=-0.153. (3) Drug 1: CC1=C2C(C(=O)C3(C(CC4C(C3C(C(C2(C)C)(CC1OC(=O)C(C(C5=CC=CC=C5)NC(=O)OC(C)(C)C)O)O)OC(=O)C6=CC=CC=C6)(CO4)OC(=O)C)OC)C)OC. Drug 2: B(C(CC(C)C)NC(=O)C(CC1=CC=CC=C1)NC(=O)C2=NC=CN=C2)(O)O. Cell line: T-47D. Synergy scores: CSS=34.9, Synergy_ZIP=3.61, Synergy_Bliss=5.56, Synergy_Loewe=-0.880, Synergy_HSA=4.97.